Dataset: Reaction yield outcomes from USPTO patents with 853,638 reactions. Task: Predict the reaction yield, written as a fraction of the theoretical maximum amount of product (1.0 means a 100% yield; for example, 0.34 means a 34% yield). (1) The reactants are [CH3:1][O:2][C:3]1[C:8]2[N:9]=[C:10]([NH:12][C:13](=[O:22])[C:14]3[CH:19]=[CH:18][C:17]([CH2:20][NH2:21])=[CH:16][CH:15]=3)[S:11][C:7]=2[C:6]([N:23]2[CH2:28][CH2:27][O:26][CH2:25][CH2:24]2)=[CH:5][CH:4]=1.N1C=CC=CC=1.[CH3:35][O:36][CH2:37][C:38](Cl)=[O:39].C(=O)([O-])[O-].[Na+].[Na+]. The catalyst is ClCCl. The product is [CH3:35][O:36][CH2:37][C:38]([NH:21][CH2:20][C:17]1[CH:18]=[CH:19][C:14]([C:13]([NH:12][C:10]2[S:11][C:7]3[C:6]([N:23]4[CH2:28][CH2:27][O:26][CH2:25][CH2:24]4)=[CH:5][CH:4]=[C:3]([O:2][CH3:1])[C:8]=3[N:9]=2)=[O:22])=[CH:15][CH:16]=1)=[O:39]. The yield is 0.710. (2) The reactants are [NH2:1][C@H:2]1[CH2:7][CH2:6][N:5]([C:8]([O:10][C:11]([CH3:14])([CH3:13])[CH3:12])=[O:9])[CH2:4][C@H:3]1[O:15][CH3:16].[CH2:17]([C:19]1[NH:23][C:22]([C:24](O)=[O:25])=[N:21][CH:20]=1)[CH3:18].CCN=C=NCCCN(C)C.Cl. The catalyst is CN(C1C=CN=CC=1)C. The product is [CH2:17]([C:19]1[NH:23][C:22]([C:24]([NH:1][C@H:2]2[CH2:7][CH2:6][N:5]([C:8]([O:10][C:11]([CH3:12])([CH3:13])[CH3:14])=[O:9])[CH2:4][C@H:3]2[O:15][CH3:16])=[O:25])=[N:21][CH:20]=1)[CH3:18]. The yield is 0.550.